Dataset: Reaction yield outcomes from USPTO patents with 853,638 reactions. Task: Predict the reaction yield, written as a fraction of the theoretical maximum amount of product (1.0 means a 100% yield; for example, 0.34 means a 34% yield). The reactants are [CH2:1]([O:4][C@@H:5]1[C@@H:13]([CH2:14][O:15][Si](C(C)(C)C)(C)C)[O:12][C@H:11]2[C@H:7]([N:8]=[C:9]([N:23]([CH2:31][CH3:32])[C:24](=[O:30])[O:25][C:26]([CH3:29])([CH3:28])[CH3:27])[S:10]2)[C@H:6]1[O:33][CH2:34][CH:35]=[CH2:36])[CH:2]=[CH2:3].CCCC[N+](CCCC)(CCCC)CCCC.[F-]. The catalyst is C1COCC1. The product is [CH2:1]([O:4][C@@H:5]1[C@@H:13]([CH2:14][OH:15])[O:12][C@H:11]2[C@H:7]([N:8]=[C:9]([N:23]([CH2:31][CH3:32])[C:24](=[O:30])[O:25][C:26]([CH3:27])([CH3:28])[CH3:29])[S:10]2)[C@H:6]1[O:33][CH2:34][CH:35]=[CH2:36])[CH:2]=[CH2:3]. The yield is 0.900.